This data is from Merck oncology drug combination screen with 23,052 pairs across 39 cell lines. The task is: Regression. Given two drug SMILES strings and cell line genomic features, predict the synergy score measuring deviation from expected non-interaction effect. Synergy scores: synergy=12.3. Cell line: EFM192B. Drug 2: CCc1cnn2c(NCc3ccc[n+]([O-])c3)cc(N3CCCCC3CCO)nc12. Drug 1: O=P1(N(CCCl)CCCl)NCCCO1.